Predict the product of the given reaction. From a dataset of Forward reaction prediction with 1.9M reactions from USPTO patents (1976-2016). (1) Given the reactants [C:1]([O:5][C:6](=[O:30])[NH:7][C@H:8]1[CH2:13][C@@H:12]([C:14]2[CH:19]=[CH:18][CH:17]=[CH:16][CH:15]=2)[C@@H:11]([CH3:20])[NH:10][C:9]1=[N:21][CH2:22][CH:23](O)[C:24]([O:27][CH3:28])([CH3:26])[CH3:25])([CH3:4])([CH3:3])[CH3:2].[Cr](O[Cr]([O-])(=O)=O)([O-])(=O)=O.[NH+]1C=CC=CC=1.[NH+]1C=CC=CC=1.C(=O)(O)[O-].[Na+].O, predict the reaction product. The product is: [C:1]([O:5][C:6](=[O:30])[NH:7][C@H:8]1[CH2:13][C@@H:12]([C:14]2[CH:19]=[CH:18][CH:17]=[CH:16][CH:15]=2)[C@@H:11]([CH3:20])[N:10]2[C:23]([C:24]([O:27][CH3:28])([CH3:25])[CH3:26])=[CH:22][N:21]=[C:9]12)([CH3:2])([CH3:3])[CH3:4]. (2) Given the reactants [NH2:1][C:2]1[CH:7]=[C:6]([S:8][C:9]2[CH:14]=[CH:13][C:12]([NH:15][C:16](=[O:26])[C:17]3[CH:22]=[CH:21][C:20]([N+:23]([O-])=O)=[CH:19][CH:18]=3)=[CH:11][CH:10]=2)[CH:5]=[CH:4][N:3]=1.CCO.[ClH:30], predict the reaction product. The product is: [ClH:30].[NH2:23][C:20]1[CH:21]=[CH:22][C:17]([C:16]([NH:15][C:12]2[CH:11]=[CH:10][C:9]([S:8][C:6]3[CH:5]=[CH:4][N:3]=[C:2]([NH2:1])[CH:7]=3)=[CH:14][CH:13]=2)=[O:26])=[CH:18][CH:19]=1. (3) Given the reactants [Br:1][C:2]1[CH:3]=[CH:4][C:5]([I:10])=[C:6]([CH2:8]O)[CH:7]=1.P(Br)(Br)[Br:12].C(Cl)Cl.C([O-])(O)=O.[Na+], predict the reaction product. The product is: [Br:1][C:2]1[CH:3]=[CH:4][C:5]([I:10])=[C:6]([CH2:8][Br:12])[CH:7]=1. (4) Given the reactants Br[C:2]1[CH:3]=[C:4]2[C:9](=[CH:10][CH:11]=1)[C:8](=[O:12])[NH:7][N:6]=[C:5]2[Cl:13].[Cl:14][C:15]1[CH:16]=[C:17]([CH:20]=[C:21]([Cl:23])[CH:22]=1)[CH2:18][NH2:19].C1C=CC(P(C2C(C3C(P(C4C=CC=CC=4)C4C=CC=CC=4)=CC=C4C=3C=CC=C4)=C3C(C=CC=C3)=CC=2)C2C=CC=CC=2)=CC=1.CC([O-])(C)C.[Na+], predict the reaction product. The product is: [Cl:13][C:5]1[C:4]2[C:9](=[CH:10][CH:11]=[C:2]([NH:19][CH2:18][C:17]3[CH:16]=[C:15]([Cl:14])[CH:22]=[C:21]([Cl:23])[CH:20]=3)[CH:3]=2)[C:8](=[O:12])[NH:7][N:6]=1. (5) Given the reactants Cl.[NH2:2][CH2:3][C:4]([O:6]C)=[O:5].CN(C)C=O.[CH2:13]([NH:15][C:16]([N:18]1[C:26]2[C:21](=[CH:22][C:23]([O:27][C:28]3[CH:33]=[CH:32][N:31]=[C:30]([N:34](C(OC4C=CC=CC=4)=O)[C:35](=O)[O:36]C4C=CC=CC=4)[CH:29]=3)=[CH:24][CH:25]=2)[CH:20]=[CH:19]1)=[O:17])[CH3:14], predict the reaction product. The product is: [CH2:13]([NH:15][C:16]([N:18]1[C:26]2[C:21](=[CH:22][C:23]([O:27][C:28]3[CH:33]=[CH:32][N:31]=[C:30]([NH:34][C:35]([NH:2][CH2:3][C:4]([OH:6])=[O:5])=[O:36])[CH:29]=3)=[CH:24][CH:25]=2)[CH:20]=[CH:19]1)=[O:17])[CH3:14]. (6) The product is: [Br:21][C:6]1[N:1]=[CH:2][C:3]([N:7]2[CH2:13][CH2:12][CH2:11][N:10]([C:14]([O:16][C:17]([CH3:20])([CH3:19])[CH3:18])=[O:15])[CH2:9][CH2:8]2)=[CH:4][CH:5]=1. Given the reactants [N:1]1[CH:6]=[CH:5][CH:4]=[C:3]([N:7]2[CH2:13][CH2:12][CH2:11][N:10]([C:14]([O:16][C:17]([CH3:20])([CH3:19])[CH3:18])=[O:15])[CH2:9][CH2:8]2)[CH:2]=1.[Br:21]N1C(=O)CCC1=O.O, predict the reaction product. (7) Given the reactants [C:1]([O:20][CH2:21][C:22]([NH:24][NH:25][C:26]([NH2:28])=[O:27])=[O:23])([C:14]1[CH:19]=[CH:18][CH:17]=[CH:16][CH:15]=1)([C:8]1[CH:13]=[CH:12][CH:11]=[CH:10][CH:9]=1)[C:2]1[CH:7]=[CH:6][CH:5]=[CH:4][CH:3]=1.[CH2:29](N=C=O)[CH2:30][CH2:31][CH2:32][CH2:33][CH2:34][CH2:35][CH3:36], predict the reaction product. The product is: [CH2:29]([NH:28][C:26]([NH:25][NH:24][C:22](=[O:23])[CH2:21][O:20][C:1]([C:2]1[CH:7]=[CH:6][CH:5]=[CH:4][CH:3]=1)([C:8]1[CH:13]=[CH:12][CH:11]=[CH:10][CH:9]=1)[C:14]1[CH:15]=[CH:16][CH:17]=[CH:18][CH:19]=1)=[O:27])[CH2:30][CH2:31][CH2:32][CH2:33][CH2:34][CH2:35][CH3:36]. (8) Given the reactants [C:1]([O:4][C@H:5]1[C@H:11]([O:12][C:13](=[O:15])[CH3:14])[C@@H:10]([O:16][C:17](=[O:19])[CH3:18])[C@:9]2([C:21]3[CH:26]=[CH:25][C:24]([Cl:27])=[C:23]([CH2:28][C:29]4[CH:34]=[CH:33][C:32]([O:35]C5C(=O)CCC=5)=[CH:31][CH:30]=4)[CH:22]=3)[O:20][C@@:6]1([CH2:42][O:43][C:44](=[O:46])[CH3:45])[CH2:7][O:8]2)(=[O:3])[CH3:2].[N:47]1[CH:52]=[CH:51][CH:50]=[CH:49][CH:48]=1.[CH2:53]([OH:55])C, predict the reaction product. The product is: [C:1]([O:4][C@H:5]1[C@H:11]([O:12][C:13](=[O:15])[CH3:14])[C@@H:10]([O:16][C:17](=[O:19])[CH3:18])[C@:9]2([C:21]3[CH:26]=[CH:25][C:24]([Cl:27])=[C:23]([CH2:28][C:29]4[CH:30]=[CH:31][C:32]([O:35][C:48]5[C:52](=[N:47][O:55][CH3:53])[CH2:51][CH2:50][CH:49]=5)=[CH:33][CH:34]=4)[CH:22]=3)[O:20][C@@:6]1([CH2:42][O:43][C:44](=[O:46])[CH3:45])[CH2:7][O:8]2)(=[O:3])[CH3:2].